Dataset: Full USPTO retrosynthesis dataset with 1.9M reactions from patents (1976-2016). Task: Predict the reactants needed to synthesize the given product. Given the product [CH3:16][N:17]1[CH:21]=[C:20]([C:2]2[CH:3]=[C:4]3[CH:5]=[CH:6][NH:7][C:8]3=[N:9][CH:10]=2)[CH:19]=[N:18]1, predict the reactants needed to synthesize it. The reactants are: Br[C:2]1[CH:3]=[C:4]2[C:8](=[N:9][CH:10]=1)[NH:7][CH:6]=[CH:5]2.O1CCCC1.[CH3:16][N:17]1[CH:21]=[C:20](B2OC(C)(C)C(C)(C)O2)[CH:19]=[N:18]1.